This data is from Forward reaction prediction with 1.9M reactions from USPTO patents (1976-2016). The task is: Predict the product of the given reaction. (1) Given the reactants [CH2:1]([O:3][CH:4]1[C:9](OC)([O:10]C)[CH2:8][CH2:7][O:6][CH2:5]1)[CH3:2].Cl, predict the reaction product. The product is: [CH2:1]([O:3][CH:4]1[C:9](=[O:10])[CH2:8][CH2:7][O:6][CH2:5]1)[CH3:2]. (2) Given the reactants [CH2:1]([C@H:8]1[CH2:13][CH2:12][N:11]([CH2:14][CH2:15][S:16]([C:19]2[CH:24]=[CH:23][C:22]([OH:25])=[CH:21][CH:20]=2)(=[O:18])=[O:17])[CH2:10][C@H:9]1[OH:26])[C:2]1[CH:7]=[CH:6][CH:5]=[CH:4][CH:3]=1.[Cl:27][CH2:28][C:29]1[CH:30]=[C:31]([CH:35]=[CH:36][CH:37]=1)[C:32](Cl)=[O:33], predict the reaction product. The product is: [CH2:1]([C@H:8]1[CH2:13][CH2:12][N:11]([CH2:14][CH2:15][S:16]([C:19]2[CH:24]=[CH:23][C:22]([O:25][C:32](=[O:33])[C:31]3[CH:35]=[CH:36][CH:37]=[C:29]([CH2:28][Cl:27])[CH:30]=3)=[CH:21][CH:20]=2)(=[O:18])=[O:17])[CH2:10][C@H:9]1[OH:26])[C:2]1[CH:7]=[CH:6][CH:5]=[CH:4][CH:3]=1. (3) Given the reactants [C:1]1(=O)[NH:6][CH2:5][C:4](=O)[N:3]2[CH2:8][CH2:9][CH2:10][CH2:11][C@H:2]12.[H-].[H-].[H-].[H-].[Li+].[Al+3].O.O.O.O.O.O.O.O.O.O.S([O-])([O-])(=O)=O.[Na+].[Na+].[OH-].[Na+].Cl[C:39]([O:41][CH2:42][C:43]1[CH:48]=[CH:47][CH:46]=[CH:45][CH:44]=1)=[O:40], predict the reaction product. The product is: [CH2:1]1[N:6]([C:39]([O:41][CH2:42][C:43]2[CH:48]=[CH:47][CH:46]=[CH:45][CH:44]=2)=[O:40])[CH2:5][CH2:4][N:3]2[CH2:8][CH2:9][CH2:10][CH2:11][C@H:2]12. (4) Given the reactants Cl.[NH2:2][CH2:3][C:4]([NH2:6])=[O:5].N1C=CC=CC=1.[Cl:13][C:14]1[CH:15]=[C:16]([C:21]2([C:36]([F:39])([F:38])[F:37])[O:25][N:24]=[C:23]([C:26]3[CH:34]=[CH:33][C:29]([C:30](Cl)=[O:31])=[C:28]([CH3:35])[CH:27]=3)[CH2:22]2)[CH:17]=[C:18]([Cl:20])[CH:19]=1.C(N(CC)CC)C, predict the reaction product. The product is: [C:4]([CH2:3][NH:2][C:30](=[O:31])[C:29]1[CH:33]=[CH:34][C:26]([C:23]2[CH2:22][C:21]([C:16]3[CH:17]=[C:18]([Cl:20])[CH:19]=[C:14]([Cl:13])[CH:15]=3)([C:36]([F:39])([F:38])[F:37])[O:25][N:24]=2)=[CH:27][C:28]=1[CH3:35])(=[O:5])[NH2:6]. (5) Given the reactants Cl[C:2]1[CH:7]=[CH:6][C:5]([CH:8]2[CH2:13][CH2:12][CH2:11][N:10]([C:14]([C:16]3[C:17]([NH2:22])=[N:18][N:19]([CH3:21])[CH:20]=3)=[O:15])[CH2:9]2)=[C:4]([C:23](F)(F)F)[CH:3]=1.ClC1C=CC(C2CCCN([C:40](C3C(NC(=O)OC(C)(C)C)=NN(C)C=3)=[O:41])C2)=C(C(F)(F)F)C=1.COC1C=CC(C2CCCNC2)=C(C)C=1, predict the reaction product. The product is: [CH3:40][O:41][C:2]1[CH:7]=[CH:6][C:5]([CH:8]2[CH2:13][CH2:12][CH2:11][N:10]([C:14]([C:16]3[C:17]([NH2:22])=[N:18][N:19]([CH3:21])[CH:20]=3)=[O:15])[CH2:9]2)=[C:4]([CH3:23])[CH:3]=1. (6) The product is: [C:1]([O:5][C:6](=[O:19])[NH:7][C:8]1[CH:13]=[CH:12][C:11]([C:14]([F:17])([F:16])[F:15])=[CH:10][C:9]=1[NH:18][C:25](=[O:24])[CH2:26][C:27]([C:29]1[CH:34]=[CH:33][CH:32]=[C:31]([C:35]2[CH:36]=[N:37][C:38]([CH:41]([CH3:42])[CH3:43])=[CH:39][CH:40]=2)[CH:30]=1)=[O:28])([CH3:4])([CH3:2])[CH3:3]. Given the reactants [C:1]([O:5][C:6](=[O:19])[NH:7][C:8]1[CH:13]=[CH:12][C:11]([C:14]([F:17])([F:16])[F:15])=[CH:10][C:9]=1[NH2:18])([CH3:4])([CH3:3])[CH3:2].C([O:24][C:25](=O)[CH2:26][C:27]([C:29]1[CH:34]=[CH:33][CH:32]=[C:31]([C:35]2[CH:36]=[N:37][C:38]([CH:41]([CH3:43])[CH3:42])=[CH:39][CH:40]=2)[CH:30]=1)=[O:28])(C)(C)C, predict the reaction product.